This data is from NCI-60 drug combinations with 297,098 pairs across 59 cell lines. The task is: Regression. Given two drug SMILES strings and cell line genomic features, predict the synergy score measuring deviation from expected non-interaction effect. (1) Drug 1: C1=CC(=CC=C1CCC2=CNC3=C2C(=O)NC(=N3)N)C(=O)NC(CCC(=O)O)C(=O)O. Drug 2: CC1OCC2C(O1)C(C(C(O2)OC3C4COC(=O)C4C(C5=CC6=C(C=C35)OCO6)C7=CC(=C(C(=C7)OC)O)OC)O)O. Cell line: OVCAR-5. Synergy scores: CSS=38.9, Synergy_ZIP=-2.27, Synergy_Bliss=3.46, Synergy_Loewe=4.81, Synergy_HSA=6.72. (2) Drug 1: CCC1=CC2CC(C3=C(CN(C2)C1)C4=CC=CC=C4N3)(C5=C(C=C6C(=C5)C78CCN9C7C(C=CC9)(C(C(C8N6C)(C(=O)OC)O)OC(=O)C)CC)OC)C(=O)OC.C(C(C(=O)O)O)(C(=O)O)O. Drug 2: C1CC(C1)(C(=O)O)C(=O)O.[NH2-].[NH2-].[Pt+2]. Cell line: U251. Synergy scores: CSS=53.7, Synergy_ZIP=-0.290, Synergy_Bliss=-0.933, Synergy_Loewe=-16.3, Synergy_HSA=2.83. (3) Drug 1: CC1=C(N=C(N=C1N)C(CC(=O)N)NCC(C(=O)N)N)C(=O)NC(C(C2=CN=CN2)OC3C(C(C(C(O3)CO)O)O)OC4C(C(C(C(O4)CO)O)OC(=O)N)O)C(=O)NC(C)C(C(C)C(=O)NC(C(C)O)C(=O)NCCC5=NC(=CS5)C6=NC(=CS6)C(=O)NCCC[S+](C)C)O. Drug 2: CCN(CC)CCCC(C)NC1=C2C=C(C=CC2=NC3=C1C=CC(=C3)Cl)OC. Cell line: TK-10. Synergy scores: CSS=24.1, Synergy_ZIP=-4.37, Synergy_Bliss=0.890, Synergy_Loewe=-11.4, Synergy_HSA=2.62. (4) Drug 1: CC1=C(C=C(C=C1)NC(=O)C2=CC=C(C=C2)CN3CCN(CC3)C)NC4=NC=CC(=N4)C5=CN=CC=C5. Drug 2: C1CN1C2=NC(=NC(=N2)N3CC3)N4CC4. Cell line: RXF 393. Synergy scores: CSS=11.5, Synergy_ZIP=-2.44, Synergy_Bliss=1.02, Synergy_Loewe=-15.9, Synergy_HSA=-1.15. (5) Synergy scores: CSS=61.5, Synergy_ZIP=1.36, Synergy_Bliss=2.22, Synergy_Loewe=-13.5, Synergy_HSA=3.21. Drug 1: CS(=O)(=O)CCNCC1=CC=C(O1)C2=CC3=C(C=C2)N=CN=C3NC4=CC(=C(C=C4)OCC5=CC(=CC=C5)F)Cl. Drug 2: CC1C(C(CC(O1)OC2CC(CC3=C2C(=C4C(=C3O)C(=O)C5=CC=CC=C5C4=O)O)(C(=O)C)O)N)O. Cell line: HCC-2998. (6) Drug 2: CC1C(C(CC(O1)OC2CC(CC3=C2C(=C4C(=C3O)C(=O)C5=C(C4=O)C(=CC=C5)OC)O)(C(=O)C)O)N)O.Cl. Drug 1: C1=CC(=C2C(=C1NCCNCCO)C(=O)C3=C(C=CC(=C3C2=O)O)O)NCCNCCO. Cell line: SNB-75. Synergy scores: CSS=66.0, Synergy_ZIP=9.47, Synergy_Bliss=11.9, Synergy_Loewe=6.53, Synergy_HSA=13.4. (7) Drug 1: CS(=O)(=O)CCNCC1=CC=C(O1)C2=CC3=C(C=C2)N=CN=C3NC4=CC(=C(C=C4)OCC5=CC(=CC=C5)F)Cl. Drug 2: CNC(=O)C1=NC=CC(=C1)OC2=CC=C(C=C2)NC(=O)NC3=CC(=C(C=C3)Cl)C(F)(F)F. Cell line: KM12. Synergy scores: CSS=-2.77, Synergy_ZIP=2.39, Synergy_Bliss=1.47, Synergy_Loewe=-3.48, Synergy_HSA=-3.62. (8) Drug 1: CS(=O)(=O)C1=CC(=C(C=C1)C(=O)NC2=CC(=C(C=C2)Cl)C3=CC=CC=N3)Cl. Drug 2: B(C(CC(C)C)NC(=O)C(CC1=CC=CC=C1)NC(=O)C2=NC=CN=C2)(O)O. Cell line: SR. Synergy scores: CSS=55.6, Synergy_ZIP=18.7, Synergy_Bliss=17.3, Synergy_Loewe=-13.5, Synergy_HSA=21.6. (9) Drug 1: C1=CC(=CC=C1CC(C(=O)O)N)N(CCCl)CCCl.Cl. Drug 2: C1CC(=O)NC(=O)C1N2C(=O)C3=CC=CC=C3C2=O. Cell line: SF-295. Synergy scores: CSS=23.4, Synergy_ZIP=12.5, Synergy_Bliss=14.4, Synergy_Loewe=11.0, Synergy_HSA=14.2.